Dataset: Reaction yield outcomes from USPTO patents with 853,638 reactions. Task: Predict the reaction yield, written as a fraction of the theoretical maximum amount of product (1.0 means a 100% yield; for example, 0.34 means a 34% yield). The reactants are [CH3:1][C:2]([CH3:31])([CH3:30])[CH2:3][C:4]([NH:6][C:7]1[C:8]([CH3:29])=[C:9](B(O)O)[C:10]2[O:14][CH2:13][CH:12]([C:15]3[CH:20]=[CH:19][C:18]([CH:21]([CH3:23])[CH3:22])=[CH:17][CH:16]=3)[C:11]=2[C:24]=1[CH3:25])=[O:5].Br[C:33]1[CH:38]=[CH:37][CH:36]=[CH:35][N:34]=1. No catalyst specified. The product is [CH:21]([C:18]1[CH:19]=[CH:20][C:15]([CH:12]2[C:11]3[C:24]([CH3:25])=[C:7]([NH:6][C:4](=[O:5])[CH2:3][C:2]([CH3:31])([CH3:30])[CH3:1])[C:8]([CH3:29])=[C:9]([C:33]4[CH:38]=[CH:37][CH:36]=[CH:35][N:34]=4)[C:10]=3[O:14][CH2:13]2)=[CH:16][CH:17]=1)([CH3:23])[CH3:22]. The yield is 0.530.